Dataset: Full USPTO retrosynthesis dataset with 1.9M reactions from patents (1976-2016). Task: Predict the reactants needed to synthesize the given product. (1) Given the product [ClH:3].[Cl:3][C:4]1[CH:9]=[C:8]([C:10]#[N:11])[CH:7]=[CH:6][C:5]=1[C:12]1[CH:17]=[CH:16][C:15]([O:18][C:19]([F:21])([F:22])[F:20])=[C:14]([CH2:23][NH:24][C@H:25]2[CH2:30][CH2:29][N:28]([C:44]([CH:42]3[CH2:41][C:40](=[O:47])[NH:39][C:38](=[O:37])[CH2:43]3)=[O:45])[CH2:27][C@H:26]2[C:31]2[CH:32]=[CH:33][CH:34]=[CH:35][CH:36]=2)[CH:13]=1, predict the reactants needed to synthesize it. The reactants are: Cl.Cl.[Cl:3][C:4]1[CH:9]=[C:8]([C:10]#[N:11])[CH:7]=[CH:6][C:5]=1[C:12]1[CH:17]=[CH:16][C:15]([O:18][C:19]([F:22])([F:21])[F:20])=[C:14]([CH2:23][NH:24][C@H:25]2[CH2:30][CH2:29][NH:28][CH2:27][C@H:26]2[C:31]2[CH:36]=[CH:35][CH:34]=[CH:33][CH:32]=2)[CH:13]=1.[O:37]=[C:38]1[CH2:43][CH:42]([C:44](O)=[O:45])[CH2:41][C:40](=[O:47])[NH:39]1.Cl.C(OCC)(=O)C. (2) Given the product [Cl:15][C:16]1[CH:17]=[CH:18][C:19]([C:22]2[CH:23]=[CH:24][C:25]([C:28]#[C:29][C:2]3[CH:3]=[C:4]4[C:9](=[CH:10][CH:11]=3)[N:8]=[C:7]([CH2:12][OH:13])[CH:6]=[C:5]4[CH3:14])=[N:26][CH:27]=2)=[CH:20][CH:21]=1, predict the reactants needed to synthesize it. The reactants are: I[C:2]1[CH:3]=[C:4]2[C:9](=[CH:10][CH:11]=1)[N:8]=[C:7]([CH2:12][OH:13])[CH:6]=[C:5]2[CH3:14].[Cl:15][C:16]1[CH:21]=[CH:20][C:19]([C:22]2[CH:23]=[CH:24][C:25]([C:28]#[CH:29])=[N:26][CH:27]=2)=[CH:18][CH:17]=1.